This data is from Full USPTO retrosynthesis dataset with 1.9M reactions from patents (1976-2016). The task is: Predict the reactants needed to synthesize the given product. (1) The reactants are: [C@H:1]1([NH2:13])[C:11]2=[C:12]3[C:7](=[CH:8][CH:9]=[CH:10]2)[CH:6]=[CH:5][CH:4]=[C:3]3[CH2:2]1.Cl.C(=O)([O-])[O-].[K+].[K+].[C@H]1(N)C2=C3C(=CC=C2)C=CC=C3C1.[I-].C([N+]1(C)[CH2:42][CH2:41][C:40](=[O:43])[CH2:39][CH2:38]1)C. Given the product [C@H:1]1([N:13]2[CH2:42][CH2:41][C:40](=[O:43])[CH2:39][CH2:38]2)[C:11]2=[C:12]3[C:7](=[CH:8][CH:9]=[CH:10]2)[CH:6]=[CH:5][CH:4]=[C:3]3[CH2:2]1, predict the reactants needed to synthesize it. (2) Given the product [F:20][C:2]([F:1])([F:19])[CH:3]1[CH2:8][CH2:7][C:6]([C:9]2[N:14]=[CH:13][N:12]=[C:11]([CH2:15][OH:16])[CH:10]=2)=[CH:5][CH2:4]1, predict the reactants needed to synthesize it. The reactants are: [F:1][C:2]([F:20])([F:19])[CH:3]1[CH2:8][CH2:7][C:6]([C:9]2[N:14]=[CH:13][N:12]=[C:11]([C:15](OC)=[O:16])[CH:10]=2)=[CH:5][CH2:4]1.[BH4-].[Na+].